This data is from Catalyst prediction with 721,799 reactions and 888 catalyst types from USPTO. The task is: Predict which catalyst facilitates the given reaction. (1) Reactant: Cl[C:2]1[N:7]=[C:6]([Cl:8])[C:5]([C:9]#[N:10])=[CH:4][N:3]=1.[Cl:11][C:12]1[CH:13]=[C:14]([CH2:18][CH2:19][NH2:20])[CH:15]=[CH:16][CH:17]=1.CCN(C(C)C)C(C)C.O. Product: [Cl:8][C:6]1[C:5]([C:9]#[N:10])=[CH:4][N:3]=[C:2]([NH:20][CH2:19][CH2:18][C:14]2[CH:15]=[CH:16][CH:17]=[C:12]([Cl:11])[CH:13]=2)[N:7]=1. The catalyst class is: 56. (2) Reactant: Cl[C:2]1[C:3]2[CH2:14][O:13][CH2:12][C:4]=2[N:5]=[C:6]([S:8]([CH3:11])(=[O:10])=[O:9])[N:7]=1.[CH3:15][C:16]1[CH:20]=[C:19]([NH2:21])[NH:18][N:17]=1.C(N(C(C)C)CC)(C)C.[I-].[Na+]. Product: [CH3:15][C:16]1[CH:20]=[C:19]([NH:21][C:2]2[C:3]3[CH2:14][O:13][CH2:12][C:4]=3[N:5]=[C:6]([S:8]([CH3:11])(=[O:10])=[O:9])[N:7]=2)[NH:18][N:17]=1. The catalyst class is: 39. (3) Reactant: Br.[NH2:2][CH2:3][C:4]([NH:6][C@H:7]1[CH2:12][CH2:11][CH2:10][CH2:9][C@H:8]1[NH:13][C:14](=[O:25])[C:15]1[CH:20]=[CH:19][C:18]([S:21]([NH2:24])(=[O:23])=[O:22])=[CH:17][CH:16]=1)=[O:5].CN1CCOCC1.[F:33][C:34]([F:45])([F:44])[C:35]1[CH:40]=[CH:39][CH:38]=[CH:37][C:36]=1[N:41]=[C:42]=[O:43].CCOC(C)=O. Product: [NH2:24][S:21]([C:18]1[CH:17]=[CH:16][C:15]([C:14]([NH:13][C@@H:8]2[CH2:9][CH2:10][CH2:11][CH2:12][C@@H:7]2[NH:6][C:4](=[O:5])[CH2:3][NH:2][C:42]([NH:41][C:36]2[CH:37]=[CH:38][CH:39]=[CH:40][C:35]=2[C:34]([F:33])([F:44])[F:45])=[O:43])=[O:25])=[CH:20][CH:19]=1)(=[O:23])=[O:22]. The catalyst class is: 3. (4) The catalyst class is: 11. Reactant: [F:1][C:2]1[CH:3]=[CH:4][C:5]([CH3:17])=[C:6]([CH:8]=[N:9][C:10]([O:12][Si](C)(C)C)=[CH2:11])[CH:7]=1.C(OC([N:25]1[C:33]2[C:28](=[CH:29][CH:30]=[C:31]([Cl:34])[CH:32]=2)[C:27](=[CH:35][C:36]2[CH:41]=[C:40]([Cl:42])[CH:39]=[CH:38][C:37]=2[O:43][C:44]2([C:48]([O:50][CH3:51])=[O:49])[CH2:47][CH2:46][CH2:45]2)[C:26]1=[O:52])=O)(C)(C)C.C(O)(C(F)(F)F)=O. Product: [Cl:34][C:31]1[CH:32]=[C:33]2[NH:25][C:26](=[O:52])[C:27]3([CH:35]([C:36]4[CH:41]=[C:40]([Cl:42])[CH:39]=[CH:38][C:37]=4[O:43][C:44]4([C:48]([O:50][CH3:51])=[O:49])[CH2:45][CH2:46][CH2:47]4)[CH2:12][C:10](=[O:11])[NH:9][CH:8]3[C:6]3[CH:7]=[C:2]([F:1])[CH:3]=[CH:4][C:5]=3[CH3:17])[C:28]2=[CH:29][CH:30]=1.